Regression. Given two drug SMILES strings and cell line genomic features, predict the synergy score measuring deviation from expected non-interaction effect. From a dataset of NCI-60 drug combinations with 297,098 pairs across 59 cell lines. (1) Drug 1: C1=CC(=CC=C1C#N)C(C2=CC=C(C=C2)C#N)N3C=NC=N3. Drug 2: CNC(=O)C1=NC=CC(=C1)OC2=CC=C(C=C2)NC(=O)NC3=CC(=C(C=C3)Cl)C(F)(F)F. Cell line: NCI/ADR-RES. Synergy scores: CSS=2.48, Synergy_ZIP=2.98, Synergy_Bliss=-4.22, Synergy_Loewe=-6.45, Synergy_HSA=-3.95. (2) Drug 1: COC1=C(C=C2C(=C1)N=CN=C2NC3=CC(=C(C=C3)F)Cl)OCCCN4CCOCC4. Drug 2: C1C(C(OC1N2C=C(C(=O)NC2=O)F)CO)O. Cell line: OVCAR-8. Synergy scores: CSS=52.4, Synergy_ZIP=2.08, Synergy_Bliss=2.19, Synergy_Loewe=6.61, Synergy_HSA=8.99.